Dataset: Forward reaction prediction with 1.9M reactions from USPTO patents (1976-2016). Task: Predict the product of the given reaction. (1) Given the reactants [CH:1]1([C:4]2[C:13]3[CH2:12][NH:11][CH2:10][CH2:9][C:8]=3[C:7]([C:14]#[N:15])=[C:6]([N:16]3[CH2:21][CH2:20][N:19]([C:22](=[O:27])[CH2:23][CH2:24][O:25][CH3:26])[C@H:18]([CH:28]4[CH2:30][CH2:29]4)[CH2:17]3)[N:5]=2)[CH2:3][CH2:2]1.[C:31](Cl)(=[O:34])[CH:32]=[CH2:33], predict the reaction product. The product is: [C:31]([N:11]1[CH2:12][C:13]2[C:4]([CH:1]3[CH2:2][CH2:3]3)=[N:5][C:6]([N:16]3[CH2:21][CH2:20][N:19]([C:22](=[O:27])[CH2:23][CH2:24][O:25][CH3:26])[C@H:18]([CH:28]4[CH2:29][CH2:30]4)[CH2:17]3)=[C:7]([C:14]#[N:15])[C:8]=2[CH2:9][CH2:10]1)(=[O:34])[CH:32]=[CH2:33]. (2) Given the reactants C1(P(N=[N+]=[N-])(C2C=CC=CC=2)=[O:8])C=CC=CC=1.[Cl:18][C:19]1[CH:20]=[C:21]2[C:26](=[CH:27][CH:28]=1)[CH:25]=[C:24]([S:29]([CH2:32][CH2:33][CH2:34]C(O)=O)(=[O:31])=[O:30])[CH:23]=[CH:22]2.C([N:40]([CH2:43]C)CC)C.[CH3:45][NH:46][CH:47]1[CH2:52][CH2:51][N:50]([C:53]2[CH:58]=[CH:57][N:56]=[CH:55][CH:54]=2)[CH2:49][CH2:48]1, predict the reaction product. The product is: [Cl:18][C:19]1[CH:20]=[C:21]2[C:26](=[CH:27][CH:28]=1)[CH:25]=[C:24]([S:29]([CH2:32][CH2:33][CH2:34][N:40]([CH3:43])[C:45]([NH:46][CH:47]1[CH2:48][CH2:49][N:50]([C:53]3[CH:54]=[CH:55][N:56]=[CH:57][CH:58]=3)[CH2:51][CH2:52]1)=[O:8])(=[O:30])=[O:31])[CH:23]=[CH:22]2. (3) The product is: [C:2]1([CH2:1][CH2:8][CH:9]([OH:11])[CH3:10])[CH:7]=[CH:6][CH:5]=[CH:4][CH:3]=1.[CH:18](=[CH:19][C:20](=[O:22])[CH3:21])[C:12]1[CH:17]=[CH:16][CH:15]=[CH:14][CH:13]=1. Given the reactants [CH:1](=[CH:8][C:9](=[O:11])[CH3:10])[C:2]1[CH:7]=[CH:6][CH:5]=[CH:4][CH:3]=1.[C:12]1([CH2:18][CH2:19][C:20](=[O:22])[CH3:21])[CH:17]=[CH:16][CH:15]=[CH:14][CH:13]=1, predict the reaction product. (4) Given the reactants [Br:1][C:2]1[CH:6]=[CH:5][NH:4][C:3]=1[CH:7]=[O:8].CC(=CC)C.C1C[O:17]CC1.Cl([O-])=O.[Na+].C(O)(=O)CC(CC(O)=O)(C(O)=O)O, predict the reaction product. The product is: [Br:1][C:2]1[CH:6]=[CH:5][NH:4][C:3]=1[C:7]([OH:17])=[O:8]. (5) Given the reactants [CH2:1]([O:3][C:4]1[N:8]([C:9]2[CH:14]=[CH:13][C:12](Br)=[CH:11][CH:10]=2)[N:7]=[CH:6][CH:5]=1)[CH3:2].B1(B2O[C:19]([CH3:22])([CH3:21])[C:18]([CH3:24])([CH3:23])O2)O[C:19]([CH3:22])([CH3:21])[C:18]([CH3:24])([CH3:23])O1.Cl[CH2:35]Cl.[C:37]([O-:40])(=[O:39])C.[K+], predict the reaction product. The product is: [CH2:1]([O:3][C:4]1[N:8]([C:9]2[CH:14]=[CH:13][C:12]([CH:37]3[O:40][C:19]([CH3:22])([CH3:21])[C:18]([CH3:24])([CH3:23])[O:39]3)=[CH:11][CH:10]=2)[N:7]=[C:6]([CH3:35])[CH:5]=1)[CH3:2]. (6) The product is: [Br:1][C:2]1[CH:7]=[CH:6][C:5]([C:8](=[O:13])[CH2:9][CH2:10][CH2:11][N:14]2[CH2:19][CH2:18][CH:17]([C:20]3[CH:21]=[C:22]([NH:26][C:27]([CH:29]4[CH2:30][CH2:31]4)=[O:28])[CH:23]=[CH:24][CH:25]=3)[CH2:16][CH2:15]2)=[CH:4][CH:3]=1. Given the reactants [Br:1][C:2]1[CH:7]=[CH:6][C:5]([C:8](=[O:13])[CH2:9][CH2:10][CH2:11]Cl)=[CH:4][CH:3]=1.[NH:14]1[CH2:19][CH2:18][CH:17]([C:20]2[CH:21]=[C:22]([NH:26][C:27]([CH:29]3[CH2:31][CH2:30]3)=[O:28])[CH:23]=[CH:24][CH:25]=2)[CH2:16][CH2:15]1, predict the reaction product. (7) Given the reactants [F:1][C:2]([F:26])([F:25])[C:3]1[CH:4]=[CH:5][C:6]([OH:24])=[C:7]([C:9]2[N:10]([C:15]3[N:20]=[C:19]([C:21]([OH:23])=[O:22])[CH:18]=[CH:17][CH:16]=3)[C:11]([CH3:14])=[CH:12][CH:13]=2)[CH:8]=1.[F:27][C:28]1[CH:35]=[CH:34][C:31]([CH2:32]Br)=[CH:30][CH:29]=1.C([O-])([O-])=O.[K+].[K+].O, predict the reaction product. The product is: [F:27][C:28]1[CH:35]=[CH:34][C:31]([CH2:32][O:22][C:21](=[O:23])[C:19]2[CH:18]=[CH:17][CH:16]=[C:15]([N:10]3[C:11]([CH3:14])=[CH:12][CH:13]=[C:9]3[C:7]3[CH:8]=[C:3]([C:2]([F:1])([F:25])[F:26])[CH:4]=[CH:5][C:6]=3[O:24][CH2:32][C:31]3[CH:34]=[CH:35][C:28]([F:27])=[CH:29][CH:30]=3)[N:20]=2)=[CH:30][CH:29]=1. (8) Given the reactants [F:1][C:2]1[CH:7]=[CH:6][C:5]([C:8]2[C:16]([C:17]([O:19]C)=[O:18])=[C:11]3[CH:12]=[CH:13][CH:14]=[CH:15][N:10]3[N:9]=2)=[CH:4][CH:3]=1, predict the reaction product. The product is: [F:1][C:2]1[CH:7]=[CH:6][C:5]([C:8]2[C:16]([C:17]([OH:19])=[O:18])=[C:11]3[CH:12]=[CH:13][CH:14]=[CH:15][N:10]3[N:9]=2)=[CH:4][CH:3]=1. (9) Given the reactants CC([N:5]([C@H:9]1[CH2:14][CH2:13][CH2:12][CH2:11][C@H:10]1[CH2:15][OH:16])[C:6](=[O:8])[O-:7])(C)C.Cl.N[C@H:19]1CC[C@H](C2C=CC=CC=2)[CH2:21][C@H:20]1[CH2:31]O.C(N(CC)CC)C, predict the reaction product. The product is: [OH:16][CH2:15][C@@H:10]1[CH2:11][CH2:12][CH2:13][CH2:14][C@@H:9]1[NH:5][C:6](=[O:8])[O:7][C:20]([CH3:31])([CH3:21])[CH3:19].